This data is from Full USPTO retrosynthesis dataset with 1.9M reactions from patents (1976-2016). The task is: Predict the reactants needed to synthesize the given product. (1) Given the product [CH2:1]([N:4]1[C:16]2[CH:15]=[CH:14][C:13]([C:17](=[O:19])[CH2:18][C:20](=[O:22])[CH3:21])=[CH:12][C:11]=2[C:10]2[C:5]1=[CH:6][CH:7]=[CH:8][CH:9]=2)[CH2:2][CH3:3], predict the reactants needed to synthesize it. The reactants are: [CH2:1]([N:4]1[C:16]2[CH:15]=[CH:14][C:13]([C:17](=[O:19])[CH3:18])=[CH:12][C:11]=2[C:10]2[C:5]1=[CH:6][CH:7]=[CH:8][CH:9]=2)[CH2:2][CH3:3].[C:20](OCC)(=[O:22])[CH3:21].CC(C)([O-])C.[K+].Cl. (2) Given the product [CH3:1][O:2][C:3]1[CH:11]=[CH:10][C:6]([C:7]([NH:23][CH:19]([C:14]2[CH:15]=[CH:16][CH:17]=[CH:18][N:13]=2)[CH2:20][CH2:21][CH3:22])=[O:9])=[CH:5][C:4]=1[CH3:12], predict the reactants needed to synthesize it. The reactants are: [CH3:1][O:2][C:3]1[CH:11]=[CH:10][C:6]([C:7]([OH:9])=O)=[CH:5][C:4]=1[CH3:12].[N:13]1[CH:18]=[CH:17][CH:16]=[CH:15][C:14]=1[CH:19]([NH2:23])[CH2:20][CH2:21][CH3:22]. (3) Given the product [CH3:1][O:2][C:3](=[O:22])[CH2:4][CH2:5][CH2:6][CH2:7][C:8]1[O:21][C:11]([C:13]2[CH:18]=[CH:17][CH:16]=[CH:15][C:14]=2[O:19][CH3:20])=[CH:10][N:9]=1, predict the reactants needed to synthesize it. The reactants are: [CH3:1][O:2][C:3](=[O:22])[CH2:4][CH2:5][CH2:6][CH2:7][C:8](=[O:21])[NH:9][CH2:10][C:11]([C:13]1[CH:18]=[CH:17][CH:16]=[CH:15][C:14]=1[O:19][CH3:20])=O.